From a dataset of Reaction yield outcomes from USPTO patents with 853,638 reactions. Predict the reaction yield, written as a fraction of the theoretical maximum amount of product (1.0 means a 100% yield; for example, 0.34 means a 34% yield). (1) The reactants are [Li+:1].C[Si]([N-][Si](C)(C)C)(C)C.[C:11]([C:14]1[O:15][CH:16]=[CH:17][CH:18]=1)(=[O:13])[CH3:12].[C:19](OC(C)(C)C)(=[O:27])[C:20]([O:22][C:23]([CH3:26])([CH3:25])[CH3:24])=[O:21]. The catalyst is CCOCC. The product is [C:23]([O:22][C:20](=[O:21])[C:19]([O-:27])=[CH:12][C:11]([C:14]1[O:15][CH:16]=[CH:17][CH:18]=1)=[O:13])([CH3:26])([CH3:25])[CH3:24].[Li+:1]. The yield is 0.830. (2) The reactants are [NH:1]1[C:9]2[C:4](=[CH:5][CH:6]=[CH:7][C:8]=2[NH:10][S:11]([CH3:14])(=[O:13])=[O:12])[CH:3]=[CH:2]1.C(O)(C(F)(F)F)=O.[CH3:22][C:23]1[O:24][C:25]2[CH:31]=[CH:30][C:29]([C:32](O)([CH2:35][CH3:36])[CH2:33][CH3:34])=[CH:28][C:26]=2[CH:27]=1. The catalyst is C(Cl)Cl. The product is [CH2:33]([C:32]([C:3]1[C:4]2[C:9](=[C:8]([NH:10][S:11]([CH3:14])(=[O:12])=[O:13])[CH:7]=[CH:6][CH:5]=2)[NH:1][CH:2]=1)([C:29]1[CH:30]=[CH:31][C:25]2[O:24][C:23]([CH3:22])=[CH:27][C:26]=2[CH:28]=1)[CH2:35][CH3:36])[CH3:34]. The yield is 0.770. (3) The reactants are C1COCC1.O.[C:7]([C:11]1[CH:16]=[C:15]([C:17]([CH3:20])([CH3:19])[CH3:18])[C:14](=[O:21])[C:13](=[O:22])[C:12]=1[N+:23]([O-:25])=[O:24])([CH3:10])([CH3:9])[CH3:8].[O-]S(S([O-])=O)=O.[Na+].[Na+]. The catalyst is CCOC(C)=O. The product is [C:7]([C:11]1[C:12]([N+:23]([O-:25])=[O:24])=[C:13]([OH:22])[C:14]([OH:21])=[C:15]([C:17]([CH3:18])([CH3:19])[CH3:20])[CH:16]=1)([CH3:8])([CH3:9])[CH3:10]. The yield is 0.740. (4) The reactants are C([N:8]1[CH2:13][CH2:12][N:11]2[C:14](=[O:17])[O:15][CH2:16][CH:10]2[CH2:9]1)C1C=CC=CC=1. The catalyst is [Pd].CCO. The product is [CH2:16]1[CH:10]2[CH2:9][NH:8][CH2:13][CH2:12][N:11]2[C:14](=[O:17])[O:15]1. The yield is 0.970. (5) The reactants are [Cl:1][C:2]1[C:11]2[N:10]([CH3:12])[O:9][C@H:8]3[NH:13][C@H:14]([C:16]([O:18][C@@H:19]4[C@:28]5([OH:29])[C@H:23]([C@H:24]([C:31]([CH3:33])=[CH2:32])[CH2:25][CH2:26][C@H:27]5[CH3:30])[CH:22]=[C:21]([CH3:34])[C@H:20]4[OH:35])=[O:17])[CH2:15][C@@:7]3([OH:36])[C:6]=2[CH:5]=[CH:4][CH:3]=1.[CH3:37][O:38][C:39](=[O:45])[CH2:40][CH2:41][C:42](O)=[O:43].Cl.CN(C)CCCN=C=NCC. The catalyst is CN(C)C1C=CN=CC=1.ClCCl. The product is [C:42]([O:35][C@@H:20]1[C:21]([CH3:34])=[CH:22][C@@H:23]2[C@:28]([OH:29])([C@H:27]([CH3:30])[CH2:26][CH2:25][C@@H:24]2[C:31]([CH3:33])=[CH2:32])[C@H:19]1[O:18][C:16]([C@H:14]1[NH:13][C@@H:8]2[O:9][N:10]([CH3:12])[C:11]3[C:2]([Cl:1])=[CH:3][CH:4]=[CH:5][C:6]=3[C@:7]2([OH:36])[CH2:15]1)=[O:17])(=[O:43])[CH2:41][CH2:40][C:39]([O:38][CH3:37])=[O:45]. The yield is 0.180.